Dataset: Full USPTO retrosynthesis dataset with 1.9M reactions from patents (1976-2016). Task: Predict the reactants needed to synthesize the given product. Given the product [NH2:1][C:2]1[C:3]([Cl:14])=[N:4][C:5]([O:11][CH2:12][CH3:13])=[C:6]([CH:10]=1)[C:7]([NH:34][CH2:33][CH:30]1[CH2:29][CH2:28][N:27]([CH2:26][C:24]2[O:23][N:22]=[C:21]([C:15]3[CH:20]=[CH:19][CH:18]=[CH:17][CH:16]=3)[CH:25]=2)[CH2:32][CH2:31]1)=[O:9], predict the reactants needed to synthesize it. The reactants are: [NH2:1][C:2]1[C:3]([Cl:14])=[N:4][C:5]([O:11][CH2:12][CH3:13])=[C:6]([CH:10]=1)[C:7]([OH:9])=O.[C:15]1([C:21]2[CH:25]=[C:24]([CH2:26][N:27]3[CH2:32][CH2:31][CH:30]([CH2:33][NH2:34])[CH2:29][CH2:28]3)[O:23][N:22]=2)[CH:20]=[CH:19][CH:18]=[CH:17][CH:16]=1.